From a dataset of Forward reaction prediction with 1.9M reactions from USPTO patents (1976-2016). Predict the product of the given reaction. (1) Given the reactants [C:1]([O:5][C:6](=[O:34])[NH:7][CH2:8][CH2:9][CH2:10][CH2:11][NH:12][C:13]1[C:22]2[C:17](=[CH:18][C:19]([O:23][CH2:24][C:25]3[CH:30]=[CH:29][CH:28]=[CH:27][CH:26]=3)=[CH:20][CH:21]=2)[N:16]=[CH:15][C:14]=1[N+:31]([O-])=O)([CH3:4])([CH3:3])[CH3:2].[H][H], predict the reaction product. The product is: [C:1]([O:5][C:6](=[O:34])[NH:7][CH2:8][CH2:9][CH2:10][CH2:11][NH:12][C:13]1[C:22]2[C:17](=[CH:18][C:19]([O:23][CH2:24][C:25]3[CH:26]=[CH:27][CH:28]=[CH:29][CH:30]=3)=[CH:20][CH:21]=2)[N:16]=[CH:15][C:14]=1[NH2:31])([CH3:4])([CH3:2])[CH3:3]. (2) Given the reactants [CH3:1][O:2][C:3](=[O:28])[NH:4][CH:5]([C:9]([N:11]1[CH2:15][CH2:14][CH2:13][CH:12]1[C:16]1[NH:17][C:18]([C:21]2[CH:26]=[CH:25][C:24]([Br:27])=[CH:23][CH:22]=2)=[CH:19][N:20]=1)=[O:10])[CH:6]([CH3:8])[CH3:7].[H-].[Na+].[CH3:31][Si:32]([CH2:35][CH2:36][O:37][CH2:38]Cl)([CH3:34])[CH3:33], predict the reaction product. The product is: [CH3:1][O:2][C:3](=[O:28])[NH:4][CH:5]([C:9]([N:11]1[CH2:15][CH2:14][CH2:13][CH:12]1[C:16]1[N:17]([CH2:38][O:37][CH2:36][CH2:35][Si:32]([CH3:34])([CH3:33])[CH3:31])[C:18]([C:21]2[CH:22]=[CH:23][C:24]([Br:27])=[CH:25][CH:26]=2)=[CH:19][N:20]=1)=[O:10])[CH:6]([CH3:8])[CH3:7].